From a dataset of Catalyst prediction with 721,799 reactions and 888 catalyst types from USPTO. Predict which catalyst facilitates the given reaction. (1) Product: [Cl:15][C:16]1[N:17]=[CH:18][C:19]([CH2:20][NH:1][C:2]2[C:3]([F:14])=[C:4]([CH:9]=[C:10]([O:12][CH3:13])[CH:11]=2)[C:5]([NH:7][CH3:8])=[O:6])=[C:22]([NH:24][CH2:25][CH3:26])[CH:23]=1. The catalyst class is: 2. Reactant: [NH2:1][C:2]1[C:3]([F:14])=[C:4]([CH:9]=[C:10]([O:12][CH3:13])[CH:11]=1)[C:5]([NH:7][CH3:8])=[O:6].[Cl:15][C:16]1[CH:23]=[C:22]([NH:24][CH2:25][CH3:26])[C:19]([CH:20]=O)=[CH:18][N:17]=1.FC(F)(F)C(O)=O.[BH-](OC(C)=O)(OC(C)=O)OC(C)=O.[Na+]. (2) Product: [Cl:10][CH2:11][C:12]([C:13]1[CH2:2][CH:1]([C:3]2[CH:8]=[CH:7][CH:6]=[C:5]([I:9])[CH:4]=2)[O:15][N:14]=1)=[O:17]. The catalyst class is: 10. Reactant: [CH:1]([C:3]1[CH:8]=[CH:7][CH:6]=[C:5]([I:9])[CH:4]=1)=[CH2:2].[Cl:10][CH2:11][C:12](=[O:17])[C:13](Cl)=[N:14][OH:15].C(=O)(O)[O-].[Na+]. (3) Reactant: [C:1]([OH:6])(=[O:5])[CH:2]([CH3:4])[CH3:3].[CH2:7]1C[O:10][CH2:9][CH2:8]1.ClCCCC[CH2:17][CH2:18][CH2:19][CH2:20][C:21]([CH3:28])([CH3:27])[C:22]([O:24][CH2:25][CH3:26])=[O:23].[C:29]([O-])(=O)C(C)C.[Li+].[Li+].C([O-])(=O)C(C)C. Product: [CH2:25]([O:24][C:22](=[O:23])[C:21]([CH3:27])([CH3:28])[CH2:20][CH2:19][CH2:18][CH2:17][O:10][CH2:9][CH2:8][CH2:7][CH2:3][C:2]([CH3:29])([CH3:4])[C:1]([OH:6])=[O:5])[CH3:26]. The catalyst class is: 6. (4) The catalyst class is: 5. Product: [ClH:28].[ClH:28].[N:1]1[N:2]=[C:3]([C:10]2[CH:19]=[CH:18][C:17]3[C:12](=[C:13]([O:20][C@H:21]4[CH2:26][CH2:25][NH:24][CH2:23][C@H:22]4[F:27])[CH:14]=[CH:15][CH:16]=3)[N:11]=2)[N:4]2[CH:9]=[CH:8][CH:7]=[CH:6][C:5]=12. Reactant: [N:1]1[N:2]=[C:3]([C:10]2[CH:19]=[CH:18][C:17]3[C:12](=[C:13]([O:20][C@H:21]4[CH2:26][CH2:25][NH:24][CH2:23][C@H:22]4[F:27])[CH:14]=[CH:15][CH:16]=3)[N:11]=2)[N:4]2[CH:9]=[CH:8][CH:7]=[CH:6][C:5]=12.[ClH:28].O1CCOCC1.